This data is from Catalyst prediction with 721,799 reactions and 888 catalyst types from USPTO. The task is: Predict which catalyst facilitates the given reaction. (1) Reactant: [NH2:1][C@H:2]([C:13]([OH:15])=[O:14])[CH2:3][C:4]1[C:12]2[C:7](=[CH:8][CH:9]=[CH:10][CH:11]=2)[NH:6][CH:5]=1.[CH3:16][O-:17].[Na+].Cl.[OH-:20].[Na+].[CH2:22]1[CH2:27][CH2:26][CH2:25][CH2:24][CH2:23]1. The catalyst class is: 24. Product: [NH:6]([C:5]([CH2:4][CH2:12][CH2:11][CH2:10][CH2:9][CH2:22][CH2:27][CH2:26][CH2:25][CH2:24][CH3:23])=[O:20])[C@H:7]([C:16]([NH:1][C@H:2]([C:13]([OH:15])=[O:14])[CH2:3][C:4]1[C:12]2[C:7](=[CH:8][CH:9]=[CH:10][CH:11]=2)[NH:6][CH:5]=1)=[O:17])[CH3:8]. (2) Reactant: [CH:1]([C:3]1[CH:4]=[CH:5][C:6](OS(C(F)(F)F)(=O)=O)=[C:7]([CH:12]=1)[C:8]([O:10][CH3:11])=[O:9])=[O:2].[CH3:21][Sn](C)(C)C. Product: [CH:1]([C:3]1[CH:4]=[CH:5][C:6]([CH3:21])=[C:7]([CH:12]=1)[C:8]([O:10][CH3:11])=[O:9])=[O:2]. The catalyst class is: 206. (3) Reactant: C([Li])CCC.[NH2:6][C:7]1[C:12]([F:13])=[CH:11][C:10]([F:14])=[CH:9][N:8]=1.[I:15]I.S([O-])([O-])(=O)=S.[Na+].[Na+]. Product: [F:13][C:12]1[C:7]([NH2:6])=[N:8][CH:9]=[C:10]([F:14])[C:11]=1[I:15]. The catalyst class is: 1.